This data is from Forward reaction prediction with 1.9M reactions from USPTO patents (1976-2016). The task is: Predict the product of the given reaction. (1) Given the reactants [Si:1]([O:8][CH2:9][C:10]1[N:11]([CH3:27])[C:12]2[C:17]([CH:18]=1)=[CH:16][C:15]([CH:19]([OH:24])[CH2:20][CH2:21][CH:22]=[CH2:23])=[C:14](C=C)[CH:13]=2)([C:4]([CH3:7])([CH3:6])[CH3:5])([CH3:3])[CH3:2].C[N+]1([O-])CCOCC1, predict the reaction product. The product is: [Si:1]([O:8][CH2:9][C:10]1[N:11]([CH3:27])[C:12]2[C:17]([CH:18]=1)=[CH:16][C:15]1[C:19](=[O:24])[CH2:20][CH2:21][CH:22]=[CH:23][C:14]=1[CH:13]=2)([C:4]([CH3:5])([CH3:6])[CH3:7])([CH3:3])[CH3:2]. (2) Given the reactants [C:1]([O:5][C:6]([N:8]1[CH2:12][CH2:11][C@H:10]([N:13]2[CH2:17][CH2:16][CH2:15][C@@H:14]2[CH3:18])[CH2:9]1)=[O:7])([CH3:4])([CH3:3])[CH3:2].C(OC(N1CC[C@H](OS(C2C=CC(C)=CC=2)(=O)=O)C1)=O)(C)(C)C, predict the reaction product. The product is: [C:1]([O:5][C:6]([N:8]1[CH2:12][CH2:11][C@@H:10]([N:13]2[CH2:17][CH2:16][CH2:15][C@H:14]2[CH3:18])[CH2:9]1)=[O:7])([CH3:4])([CH3:2])[CH3:3].